From a dataset of NCI-60 drug combinations with 297,098 pairs across 59 cell lines. Regression. Given two drug SMILES strings and cell line genomic features, predict the synergy score measuring deviation from expected non-interaction effect. (1) Drug 1: CCCS(=O)(=O)NC1=C(C(=C(C=C1)F)C(=O)C2=CNC3=C2C=C(C=N3)C4=CC=C(C=C4)Cl)F. Drug 2: CS(=O)(=O)C1=CC(=C(C=C1)C(=O)NC2=CC(=C(C=C2)Cl)C3=CC=CC=N3)Cl. Cell line: UO-31. Synergy scores: CSS=39.5, Synergy_ZIP=1.88, Synergy_Bliss=6.62, Synergy_Loewe=7.03, Synergy_HSA=7.71. (2) Drug 1: CCCS(=O)(=O)NC1=C(C(=C(C=C1)F)C(=O)C2=CNC3=C2C=C(C=N3)C4=CC=C(C=C4)Cl)F. Drug 2: C1CC(=O)NC(=O)C1N2C(=O)C3=CC=CC=C3C2=O. Cell line: TK-10. Synergy scores: CSS=8.13, Synergy_ZIP=-2.16, Synergy_Bliss=3.59, Synergy_Loewe=2.44, Synergy_HSA=3.61.